Dataset: Reaction yield outcomes from USPTO patents with 853,638 reactions. Task: Predict the reaction yield, written as a fraction of the theoretical maximum amount of product (1.0 means a 100% yield; for example, 0.34 means a 34% yield). The reactants are [CH3:1][C:2]1[N:7]=[C:6]([C:8]2[CH:13]=[CH:12][N:11]=[C:10]([C:14]3[CH:15]=[C:16]([S:20](Cl)(=[O:22])=[O:21])[CH:17]=[CH:18][CH:19]=3)[CH:9]=2)[CH:5]=[C:4]([C:24]2[CH:29]=[CH:28][C:27]([C:30]([F:33])([F:32])[F:31])=[CH:26][CH:25]=2)[CH:3]=1.[CH3:34][N:35]1[CH2:40][CH2:39][NH:38][CH2:37][CH2:36]1. The catalyst is C1COCC1.CCOC(C)=O. The product is [CH3:1][C:2]1[N:7]=[C:6]([C:8]2[CH:13]=[CH:12][N:11]=[C:10]([C:14]3[CH:19]=[CH:18][CH:17]=[C:16]([S:20]([N:38]4[CH2:39][CH2:40][N:35]([CH3:34])[CH2:36][CH2:37]4)(=[O:22])=[O:21])[CH:15]=3)[CH:9]=2)[CH:5]=[C:4]([C:24]2[CH:29]=[CH:28][C:27]([C:30]([F:33])([F:32])[F:31])=[CH:26][CH:25]=2)[CH:3]=1. The yield is 0.370.